This data is from Reaction yield outcomes from USPTO patents with 853,638 reactions. The task is: Predict the reaction yield, written as a fraction of the theoretical maximum amount of product (1.0 means a 100% yield; for example, 0.34 means a 34% yield). The reactants are [CH3:1][O:2][C:3]([C:5]1[S:6][C:7]([C:11]2[CH:16]=[CH:15][C:14]([Cl:17])=[CH:13][CH:12]=2)=[CH:8][C:9]=1Br)=[O:4].[CH2:18](C([Sn])=C(CCCC)CCCC)[CH2:19]CC. The catalyst is C1(C)C=CC=CC=1.C1C=CC([P]([Pd]([P](C2C=CC=CC=2)(C2C=CC=CC=2)C2C=CC=CC=2)([P](C2C=CC=CC=2)(C2C=CC=CC=2)C2C=CC=CC=2)[P](C2C=CC=CC=2)(C2C=CC=CC=2)C2C=CC=CC=2)(C2C=CC=CC=2)C2C=CC=CC=2)=CC=1. The product is [CH3:1][O:2][C:3]([C:5]1[S:6][C:7]([C:11]2[CH:16]=[CH:15][C:14]([Cl:17])=[CH:13][CH:12]=2)=[CH:8][C:9]=1[CH:18]=[CH2:19])=[O:4]. The yield is 0.770.